From a dataset of Forward reaction prediction with 1.9M reactions from USPTO patents (1976-2016). Predict the product of the given reaction. (1) Given the reactants C[I:2].[N:3]1[CH:8]=[CH:7][CH:6]=[CH:5][CH:4]=1.[C:9](OC)(C)(C)[CH3:10], predict the reaction product. The product is: [I-:2].[CH2:9]([N+:3]1[CH:8]=[CH:7][CH:6]=[CH:5][CH:4]=1)[CH3:10]. (2) Given the reactants [F:1][C:2]1[CH:20]=[C:19]([N+:21]([O-])=O)[CH:18]=[CH:17][C:3]=1[N:4]([CH2:11][CH2:12][CH2:13][CH2:14][CH2:15][CH3:16])[CH2:5][CH2:6][CH2:7][CH2:8][CH2:9][CH3:10], predict the reaction product. The product is: [F:1][C:2]1[CH:20]=[C:19]([NH2:21])[CH:18]=[CH:17][C:3]=1[N:4]([CH2:11][CH2:12][CH2:13][CH2:14][CH2:15][CH3:16])[CH2:5][CH2:6][CH2:7][CH2:8][CH2:9][CH3:10].